From a dataset of Full USPTO retrosynthesis dataset with 1.9M reactions from patents (1976-2016). Predict the reactants needed to synthesize the given product. (1) The reactants are: [N+:1]([C:4]1[CH:9]=[CH:8][C:7]([NH2:10])=[C:6]([C:11]([F:14])([F:13])[F:12])[CH:5]=1)([O-:3])=[O:2].[Cl:15]N1C(=O)CCC1=O.C(OCC)(=O)C. Given the product [Cl:15][C:8]1[CH:9]=[C:4]([N+:1]([O-:3])=[O:2])[CH:5]=[C:6]([C:11]([F:12])([F:13])[F:14])[C:7]=1[NH2:10], predict the reactants needed to synthesize it. (2) Given the product [Cl:20][C:21]1[CH:26]=[C:25]([Cl:27])[CH:24]=[CH:23][C:22]=1[S:28]([NH:19][C:4]1[CH:5]=[N:6][C:7]([O:8][C:9]2[CH:10]=[C:11]3[C:16](=[CH:17][CH:18]=2)[N:15]=[CH:14][CH:13]=[CH:12]3)=[C:2]([Cl:1])[CH:3]=1)(=[O:30])=[O:29], predict the reactants needed to synthesize it. The reactants are: [Cl:1][C:2]1[CH:3]=[C:4]([NH2:19])[CH:5]=[N:6][C:7]=1[O:8][C:9]1[CH:10]=[C:11]2[C:16](=[CH:17][CH:18]=1)[N:15]=[CH:14][CH:13]=[CH:12]2.[Cl:20][C:21]1[CH:26]=[C:25]([Cl:27])[CH:24]=[CH:23][C:22]=1[S:28](Cl)(=[O:30])=[O:29]. (3) The reactants are: [Cl:1][CH2:2][CH2:3][CH2:4][C:5](Cl)=[O:6].[N:8]1([NH2:14])[CH2:13][CH2:12][CH2:11][CH2:10][CH2:9]1.C(=O)(O)[O-].[Na+]. Given the product [Cl:1][CH2:2][CH2:3][CH2:4][C:5]([NH:14][N:8]1[CH2:13][CH2:12][CH2:11][CH2:10][CH2:9]1)=[O:6], predict the reactants needed to synthesize it. (4) Given the product [CH2:19]([N:9]1[C:8]2[N:7]=[C:6]3[CH:21]=[C:2]([N:32]4[CH2:31][CH2:30][N:29]([CH2:28][C:27]5[CH:35]=[CH:36][C:24]([F:23])=[CH:25][CH:26]=5)[CH2:34][CH2:33]4)[C:3]([F:22])=[CH:4][C:5]3=[CH:14][C:13]=2[C:12](=[O:15])[C:11]([C:16]([OH:18])=[O:17])=[CH:10]1)[CH3:20], predict the reactants needed to synthesize it. The reactants are: Cl[C:2]1[C:3]([F:22])=[CH:4][C:5]2[C:6]([CH:21]=1)=[N:7][C:8]1[N:9]([CH2:19][CH3:20])[CH:10]=[C:11]([C:16]([OH:18])=[O:17])[C:12](=[O:15])[C:13]=1[CH:14]=2.[F:23][C:24]1[CH:36]=[CH:35][C:27]([CH2:28][N:29]2[CH2:34][CH2:33][NH:32][CH2:31][CH2:30]2)=[CH:26][CH:25]=1. (5) Given the product [Cl:1][C:2]1[CH:3]=[C:4]([CH2:8][CH2:9][NH:10][C:19]2[C:20]3=[C:12]([CH3:11])[N:13]=[C:14]([CH2:35][CH2:36][CH3:37])[N:15]3[N:16]=[C:17]([C:26]3[CH:31]=[CH:30][CH:29]=[CH:28][C:27]=3[O:32][CH2:33][CH3:34])[N:18]=2)[CH:5]=[CH:6][CH:7]=1, predict the reactants needed to synthesize it. The reactants are: [Cl:1][C:2]1[CH:3]=[C:4]([CH2:8][CH2:9][NH2:10])[CH:5]=[CH:6][CH:7]=1.[CH3:11][C:12]1[N:13]=[C:14]([CH2:35][CH2:36][CH3:37])[N:15]2[C:20]=1[C:19](N1C=NC=N1)=[N:18][C:17]([C:26]1[CH:31]=[CH:30][CH:29]=[CH:28][C:27]=1[O:32][CH2:33][CH3:34])=[N:16]2. (6) Given the product [NH2:12][C:5]1[C:6]([CH3:11])=[CH:7][C:8]([Cl:10])=[CH:9][C:4]=1[C:3]([NH:19][CH3:18])=[O:2], predict the reactants needed to synthesize it. The reactants are: C[O:2][C:3](=O)[C:4]1[CH:9]=[C:8]([Cl:10])[CH:7]=[C:6]([CH3:11])[C:5]=1[NH2:12].C(O)CO.[CH3:18][NH2:19].O.